Dataset: Experimentally validated miRNA-target interactions with 360,000+ pairs, plus equal number of negative samples. Task: Binary Classification. Given a miRNA mature sequence and a target amino acid sequence, predict their likelihood of interaction. (1) The miRNA is mmu-miR-139-5p with sequence UCUACAGUGCACGUGUCUCCAG. The protein sequence of the target gene is MMKFKPNQTRTYDREGFKKRAACLCFRSEQEDEVLLVSSSRYPDQWIVPGGGMEPEEEPGGAAVREVYEEAGVKGKLGRLLGIFENQDRKHRTYVYVLTVTEILEDWEDSVNIGRKREWFKVEDAIKVLQCHKPVHAEYLEKLKLGCSPANGNSTVPSLPDNNALFVTAAQTSGLPSSVR. Result: 0 (no interaction). (2) Result: 1 (interaction). The miRNA is mmu-miR-329-3p with sequence AACACACCCAGCUAACCUUUUU. The protein sequence of the target gene is MSVVTGGGEAAGGGGGGGARVFFQSPRGGTGGSPGSSSSSGSSREDSAPVTTVAAAGQVQQQQRRHQQGKVTVKYDRKELRKRLVLEEWIVEQLGQLYGCEEEEMPDVEIDIDDLLDANSEEERASKLQEALVDCYKPTEEFIRELLSRIRGMRKLSPPQKKSV.